Dataset: Catalyst prediction with 721,799 reactions and 888 catalyst types from USPTO. Task: Predict which catalyst facilitates the given reaction. (1) Product: [CH3:11][O:10][C:7]1[CH:8]=[CH:9][C:4]([SiH:13]([CH3:15])[CH3:14])=[CH:5][CH:6]=1. Reactant: [Cl-].[Li+].Cl[C:4]1[CH:9]=[CH:8][C:7]([O:10][CH3:11])=[CH:6][CH:5]=1.Cl[SiH:13]([CH3:15])[CH3:14]. The catalyst class is: 1. (2) Reactant: [Cl:1][C:2]1[C:3]([N:8]2[CH:12]=[CH:11][C:10]([C:13]([NH:15][C:16]3[CH:21]=[CH:20][C:19]([C@@H:22]4[O:27][CH2:26][CH2:25][N:24](C(OC(C)(C)C)=O)[CH2:23]4)=[CH:18][CH:17]=3)=[O:14])=[N:9]2)=[N:4][CH:5]=[CH:6][N:7]=1.Cl. Product: [ClH:1].[Cl:1][C:2]1[C:3]([N:8]2[CH:12]=[CH:11][C:10]([C:13]([NH:15][C:16]3[CH:17]=[CH:18][C:19]([C@@H:22]4[O:27][CH2:26][CH2:25][NH:24][CH2:23]4)=[CH:20][CH:21]=3)=[O:14])=[N:9]2)=[N:4][CH:5]=[CH:6][N:7]=1. The catalyst class is: 12. (3) Reactant: C(N(CC)CC)C.C(O[C@@H:12]1[C@H:18]2[C@H:19]3[C@H:28]([CH2:29][CH2:30][C@:15]2([CH2:16][CH3:17])[C:14](=[O:32])[CH2:13]1)[C:27]1[CH:26]=[CH:25][C:24]([OH:31])=[CH:23][C:22]=1[CH2:21][CH2:20]3)(=O)C.O. Product: [OH:31][C:24]1[CH:25]=[CH:26][C:27]2[C@@H:28]3[C@H:19]([C@H:18]4[C@@:15]([CH2:30][CH2:29]3)([CH2:16][CH3:17])[C:14](=[O:32])[CH:13]=[CH:12]4)[CH2:20][CH2:21][C:22]=2[CH:23]=1. The catalyst class is: 14. (4) Reactant: [F:1][C:2]([F:6])([F:5])[CH2:3][OH:4].[H-].[Na+].F[C:10]1[CH:15]=[CH:14][C:13]([C:16]2[O:20][N:19]=[C:18]([C:21]3[CH:26]=[CH:25][C:24]([S:27]([NH2:30])(=[O:29])=[O:28])=[C:23]([O:31][C:32]([F:35])([F:34])[F:33])[CH:22]=3)[N:17]=2)=[CH:12][C:11]=1[C:36]([F:39])([F:38])[F:37].C1CCCCC1.C(OCC)(=O)C. Product: [F:1][C:2]([F:6])([F:5])[CH2:3][O:4][C:10]1[CH:15]=[CH:14][C:13]([C:16]2[O:20][N:19]=[C:18]([C:21]3[CH:26]=[CH:25][C:24]([S:27]([NH2:30])(=[O:29])=[O:28])=[C:23]([O:31][C:32]([F:34])([F:35])[F:33])[CH:22]=3)[N:17]=2)=[CH:12][C:11]=1[C:36]([F:39])([F:37])[F:38]. The catalyst class is: 3. (5) The catalyst class is: 19. Reactant: C([O:8][C:9]1[CH:10]=[C:11]([CH2:15][CH2:16][CH2:17][O:18][Si:19]([C:22]([CH3:25])([CH3:24])[CH3:23])([CH3:21])[CH3:20])[CH:12]=[CH:13][CH:14]=1)C1C=CC=CC=1. Product: [Si:19]([O:18][CH2:17][CH2:16][CH2:15][C:11]1[CH:10]=[C:9]([OH:8])[CH:14]=[CH:13][CH:12]=1)([C:22]([CH3:25])([CH3:24])[CH3:23])([CH3:21])[CH3:20]. (6) Reactant: [Si:1]([O:18][CH2:19][CH2:20][NH:21][CH2:22][CH3:23])([C:14]([CH3:17])([CH3:16])[CH3:15])([C:8]1[CH:13]=[CH:12][CH:11]=[CH:10][CH:9]=1)[C:2]1[CH:7]=[CH:6][CH:5]=[CH:4][CH:3]=1.P(ON1C(=O)C2C=CC=CC=2N=N1)(OCC)(OCC)=O.CCN(C(C)C)C(C)C.[C:53]1([S:59][CH2:60][C@H:61]([NH:66][C:67]2[CH:72]=[CH:71][C:70]([S:73](=[O:76])(=[O:75])[NH2:74])=[CH:69][C:68]=2[S:77]([C:80]([F:83])([F:82])[F:81])(=[O:79])=[O:78])[CH2:62][C:63]([OH:65])=O)[CH:58]=[CH:57][CH:56]=[CH:55][CH:54]=1. Product: [Si:1]([O:18][CH2:19][CH2:20][N:21]([CH2:22][CH3:23])[C:63](=[O:65])[CH2:62][C@@H:61]([NH:66][C:67]1[CH:72]=[CH:71][C:70]([S:73](=[O:75])(=[O:76])[NH2:74])=[CH:69][C:68]=1[S:77]([C:80]([F:81])([F:82])[F:83])(=[O:79])=[O:78])[CH2:60][S:59][C:53]1[CH:54]=[CH:55][CH:56]=[CH:57][CH:58]=1)([C:14]([CH3:16])([CH3:17])[CH3:15])([C:8]1[CH:9]=[CH:10][CH:11]=[CH:12][CH:13]=1)[C:2]1[CH:3]=[CH:4][CH:5]=[CH:6][CH:7]=1. The catalyst class is: 1.